Dataset: Skin sensitization/reaction prediction data. Task: Regression/Classification. Given a drug SMILES string, predict its toxicity properties. Task type varies by dataset: regression for continuous values (e.g., LD50, hERG inhibition percentage) or binary classification for toxic/non-toxic outcomes (e.g., AMES mutagenicity, cardiotoxicity, hepatotoxicity). Dataset: skin_reaction. (1) The drug is Nc1ccc(N)cc1. The result is 1 (causes skin reaction). (2) The drug is O=C(O)C(=O)O. The result is 1 (causes skin reaction). (3) The compound is C=CC(=O)OCCCC. The result is 1 (causes skin reaction). (4) The drug is CCC(=O)C=Cc1ccc(OC)cc1. The result is 1 (causes skin reaction).